Dataset: Reaction yield outcomes from USPTO patents with 853,638 reactions. Task: Predict the reaction yield, written as a fraction of the theoretical maximum amount of product (1.0 means a 100% yield; for example, 0.34 means a 34% yield). (1) The reactants are [F:1][C:2]1[CH:7]=[CH:6][C:5]([N:8]2[C:12]([CH:13]([CH3:15])[CH3:14])=[C:11]([NH2:16])[CH:10]=[N:9]2)=[CH:4][CH:3]=1.[CH3:17][C:18]1[N:22]([CH:23]([CH3:27])[C:24](O)=[O:25])[N:21]=[C:20]([C:28]([F:31])([F:30])[F:29])[N:19]=1.C(N(C(C)C)CC)(C)C.CN(C(ON1N=NC2C=CC=NC1=2)=[N+](C)C)C.F[P-](F)(F)(F)(F)F. The catalyst is CN(C=O)C.O. The product is [F:1][C:2]1[CH:3]=[CH:4][C:5]([N:8]2[C:12]([CH:13]([CH3:14])[CH3:15])=[C:11]([NH:16][C:24](=[O:25])[CH:23]([N:22]3[C:18]([CH3:17])=[N:19][C:20]([C:28]([F:29])([F:30])[F:31])=[N:21]3)[CH3:27])[CH:10]=[N:9]2)=[CH:6][CH:7]=1. The yield is 0.310. (2) The yield is 0.380. The catalyst is CN(C)C=O. The product is [CH2:41]([NH:48][CH2:2][CH2:3][CH2:4][S:5]([O:8][C:9]1[CH:14]=[CH:13][C:12]([C:15]2[C:24]([CH2:25][O:26][C:27]3[CH:32]=[C:31]([F:33])[CH:30]=[CH:29][C:28]=3[CH3:34])=[C:23]3[C:18]([NH:19][C:20]([CH3:38])([CH3:37])[C:21](=[O:36])[N:22]3[CH3:35])=[CH:17][CH:16]=2)=[C:11]([O:39][CH3:40])[CH:10]=1)(=[O:7])=[O:6])[C:42]1[CH:47]=[CH:46][CH:45]=[CH:44][CH:43]=1. The reactants are Cl[CH2:2][CH2:3][CH2:4][S:5]([O:8][C:9]1[CH:14]=[CH:13][C:12]([C:15]2[C:24]([CH2:25][O:26][C:27]3[CH:32]=[C:31]([F:33])[CH:30]=[CH:29][C:28]=3[CH3:34])=[C:23]3[C:18]([NH:19][C:20]([CH3:38])([CH3:37])[C:21](=[O:36])[N:22]3[CH3:35])=[CH:17][CH:16]=2)=[C:11]([O:39][CH3:40])[CH:10]=1)(=[O:7])=[O:6].[CH2:41]([NH2:48])[C:42]1[CH:47]=[CH:46][CH:45]=[CH:44][CH:43]=1.[I-].[K+].C(OCC)(=O)C.